This data is from Reaction yield outcomes from USPTO patents with 853,638 reactions. The task is: Predict the reaction yield, written as a fraction of the theoretical maximum amount of product (1.0 means a 100% yield; for example, 0.34 means a 34% yield). (1) The reactants are [C:1]([C:3]1[CH:4]=[C:5]([C:16](=[O:25])[C:17]2[CH:22]=[CH:21][CH:20]=[C:19]([O:23]C)[CH:18]=2)[N:6]2[C:15]3[C:10](=[CH:11][CH:12]=[CH:13][CH:14]=3)[CH:9]=[CH:8][C:7]=12)#[N:2].[I-].[K+].B(Br)(Br)Br. The catalyst is [Br-].C([N+](CCCC)(CCCC)CCCC)CCC.ClCCl. The product is [C:1]([C:3]1[CH:4]=[C:5]([C:16](=[O:25])[C:17]2[CH:22]=[CH:21][CH:20]=[C:19]([OH:23])[CH:18]=2)[N:6]2[C:15]3[C:10](=[CH:11][CH:12]=[CH:13][CH:14]=3)[CH:9]=[CH:8][C:7]=12)#[N:2]. The yield is 0.600. (2) The reactants are Cl[C:2]1[C:7]([C:8]([O:10][CH2:11][CH3:12])=[O:9])=[C:6]([Cl:13])[N:5]=[C:4]([S:14][CH3:15])[N:3]=1.[CH3:16][O:17][C:18]1[CH:33]=[CH:32][C:21]([CH2:22][NH:23][CH2:24][CH2:25][CH2:26][C:27]([O:29][CH2:30][CH3:31])=[O:28])=[CH:20][CH:19]=1.CCN(C(C)C)C(C)C. The catalyst is CN(C=O)C. The product is [Cl:13][C:6]1[C:7]([C:8]([O:10][CH2:11][CH3:12])=[O:9])=[C:2]([N:23]([CH2:24][CH2:25][CH2:26][C:27]([O:29][CH2:30][CH3:31])=[O:28])[CH2:22][C:21]2[CH:20]=[CH:19][C:18]([O:17][CH3:16])=[CH:33][CH:32]=2)[N:3]=[C:4]([S:14][CH3:15])[N:5]=1. The yield is 0.400. (3) The reactants are [Cl:1][C:2]1[C:18]2[C:6](=[C:7]([CH3:21])[C:8]3[NH:9][C:10]4[CH:11]=[CH:12][C:13]([O:19]C)=[CH:14][C:15]=4[C:16]=3[CH:17]=2)[CH:5]=[CH:4][N:3]=1.Cl. The catalyst is [Cl-].C([N+](CC)(CC)CC)C1C=CC=CC=1. The product is [Cl:1][C:2]1[C:18]2[C:6](=[C:7]([CH3:21])[C:8]3[NH:9][C:10]4[CH:11]=[CH:12][C:13]([OH:19])=[CH:14][C:15]=4[C:16]=3[CH:17]=2)[CH:5]=[CH:4][N:3]=1. The yield is 0.900. (4) The reactants are [Cl:1][C:2]1[C:7]([CH3:8])=[CH:6][C:5]([S:9]([N:12]2[CH2:17][CH2:16][N:15]3[CH:18]=[CH:19][CH:20]=[C:14]3[CH:13]2[CH2:21][CH2:22][C:23]([O:25]CC)=[O:24])(=[O:11])=[O:10])=[C:4]([CH3:28])[CH:3]=1.O.[OH-].[Li+].Cl. The catalyst is CO.C1COCC1.O. The product is [Cl:1][C:2]1[C:7]([CH3:8])=[CH:6][C:5]([S:9]([N:12]2[CH2:17][CH2:16][N:15]3[CH:18]=[CH:19][CH:20]=[C:14]3[CH:13]2[CH2:21][CH2:22][C:23]([OH:25])=[O:24])(=[O:10])=[O:11])=[C:4]([CH3:28])[CH:3]=1. The yield is 0.640. (5) The reactants are [O:1]=[C:2]1[C:8]2[CH:9]=[CH:10][N:11]=[CH:12][C:7]=2[O:6][C:5]2[CH:13]=[CH:14][CH:15]=[CH:16][C:4]=2[N:3]1[CH2:17][CH2:18][O:19][C:20]1[CH:29]=[CH:28][C:23]([C:24]([O:26][CH3:27])=[O:25])=[CH:22][CH:21]=1.[CH3:30]I. The catalyst is CC(C)=O. The product is [CH3:30][N:11]1[CH2:10][CH2:9][C:8]2[C:2](=[O:1])[N:3]([CH2:17][CH2:18][O:19][C:20]3[CH:21]=[CH:22][C:23]([C:24]([O:26][CH3:27])=[O:25])=[CH:28][CH:29]=3)[C:4]3[CH:16]=[CH:15][CH:14]=[CH:13][C:5]=3[O:6][C:7]=2[CH2:12]1. The yield is 0.510. (6) The reactants are C([N:8]1[CH:13]2[CH2:14][CH2:15][CH:9]1[CH2:10][C:11]([C:17]1[CH:26]=[CH:25][C:24]3[C:19](=[CH:20][CH:21]=[CH:22][CH:23]=3)[CH:18]=1)([OH:16])[CH2:12]2)C1C=CC=CC=1.C([O-])=O.[NH4+].CO. The catalyst is [Pd].C(Cl)(Cl)Cl.CO. The product is [CH:18]1[C:19]2[C:24](=[CH:23][CH:22]=[CH:21][CH:20]=2)[CH:25]=[CH:26][C:17]=1[C:11]1([OH:16])[CH2:12][CH:13]2[NH:8][CH:9]([CH2:15][CH2:14]2)[CH2:10]1. The yield is 0.720.